Dataset: Retrosynthesis with 50K atom-mapped reactions and 10 reaction types from USPTO. Task: Predict the reactants needed to synthesize the given product. (1) The reactants are: CCC1CC1(NCC(O)C(Cc1cc(F)cc(F)c1)NC(=O)OC(C)(C)C)c1cccc(-n2cccn2)c1. Given the product CCC1CC1(NCC(O)C(N)Cc1cc(F)cc(F)c1)c1cccc(-n2cccn2)c1, predict the reactants needed to synthesize it. (2) Given the product Cc1c(Cc2cccnc2S(=O)(=O)Nc2ccccc2)c2cc(F)ccc2n1CC(=O)O, predict the reactants needed to synthesize it. The reactants are: COC(=O)Cn1c(C)c(Cc2cccnc2S(=O)(=O)Nc2ccccc2)c2cc(F)ccc21.